This data is from Forward reaction prediction with 1.9M reactions from USPTO patents (1976-2016). The task is: Predict the product of the given reaction. (1) Given the reactants [F:1][C:2]1[CH:3]=[C:4]([CH:18]=[C:19]([F:21])[CH:20]=1)[C:5]([CH:7]1[CH2:10][N:9](C(OC(C)(C)C)=O)[CH2:8]1)=[O:6].C(O)(C(F)(F)F)=O, predict the reaction product. The product is: [NH:9]1[CH2:10][CH:7]([C:5]([C:4]2[CH:18]=[C:19]([F:21])[CH:20]=[C:2]([F:1])[CH:3]=2)=[O:6])[CH2:8]1. (2) Given the reactants ClC1C=C[C:9]2[C:8]([CH:12]=[O:13])=[C:7]([OH:14])[CH:6]=[CH:5][C:4]=2N=1.C1N2CN3[CH2:24][N:18](C2)CN1C3.CC(O)=[O:27], predict the reaction product. The product is: [OH:14][C:7]1[C:8]([CH:12]=[O:13])=[C:9]2[N:18]=[CH:24][O:27][C:4]2=[CH:5][CH:6]=1. (3) The product is: [Br:18][C:7]1[C:2]([Cl:1])=[C:3]([C:16]#[N:17])[C:4](=[O:15])[N:5]([CH:8]2[CH2:13][CH2:12][CH2:11][CH2:10][CH:9]2[CH3:14])[CH:6]=1. Given the reactants [Cl:1][C:2]1[CH:7]=[CH:6][N:5]([CH:8]2[CH2:13][CH2:12][CH2:11][CH2:10][CH:9]2[CH3:14])[C:4](=[O:15])[C:3]=1[C:16]#[N:17].[Br:18]N1C(=O)CCC1=O.O, predict the reaction product. (4) Given the reactants [NH2:1][C:2]1[S:3][CH:4]=[C:5]2[C:10]=1[C:9](=[O:11])[N:8]([C:12]1[CH:17]=[CH:16][C:15]([Cl:18])=[CH:14][CH:13]=1)[N:7]=[C:6]2[C:19]([NH:21][CH:22]([CH3:24])[CH3:23])=[O:20].NC1SC=C2C=1C(=O)N(C1C=CC(Cl)=CC=1)N=C2C(O)=O.C1(N)CC1, predict the reaction product. The product is: [NH2:1][C:2]1[S:3][CH:4]=[C:5]2[C:10]=1[C:9](=[O:11])[N:8]([C:12]1[CH:13]=[CH:14][C:15]([Cl:18])=[CH:16][CH:17]=1)[N:7]=[C:6]2[C:19]([NH:21][CH:22]1[CH2:24][CH2:23]1)=[O:20]. (5) The product is: [CH3:34][C:28]1[CH:29]=[C:30]([OH:33])[CH:31]=[CH:32][C:27]=1[NH:26][C:21]1[N:20]=[C:19]([C:12]2[C:13]3[C:14](=[N:15][CH:16]=[CH:17][CH:18]=3)[NH:10][CH:11]=2)[CH:24]=[CH:23][N:22]=1. Given the reactants C1(S([N:10]2[C:14]3=[N:15][CH:16]=[CH:17][CH:18]=[C:13]3[C:12]([C:19]3[CH:24]=[CH:23][N:22]=[C:21](Cl)[N:20]=3)=[CH:11]2)(=O)=O)C=CC=CC=1.[NH2:26][C:27]1[CH:32]=[CH:31][C:30]([OH:33])=[CH:29][C:28]=1[CH3:34], predict the reaction product.